Dataset: Reaction yield outcomes from USPTO patents with 853,638 reactions. Task: Predict the reaction yield, written as a fraction of the theoretical maximum amount of product (1.0 means a 100% yield; for example, 0.34 means a 34% yield). (1) The reactants are [CH2:1]([C@H:8]([NH:24][C:25](=[O:35])[C:26]1[CH:27]=[C:28]([CH:32]=[CH:33][CH:34]=1)[C:29]([OH:31])=O)[C@H:9]([OH:23])[CH2:10][NH:11][CH2:12][C:13]1[CH:18]=[CH:17][CH:16]=[C:15]([C:19]([F:22])([F:21])[F:20])[CH:14]=1)[C:2]1[CH:7]=[CH:6][CH:5]=[CH:4][CH:3]=1.CN(C(ON1N=NC2C=CC=CC1=2)=[N+](C)C)C.[B-](F)(F)(F)F.[C:58]1([CH3:69])[CH:63]=[CH:62][C:61]([CH:64]2[CH2:68][CH2:67][CH2:66][NH:65]2)=[CH:60][CH:59]=1.CCN(C(C)C)C(C)C. The catalyst is CN(C=O)C. The product is [CH2:1]([C@H:8]([NH:24][C:25](=[O:35])[C:26]1[CH:34]=[CH:33][CH:32]=[C:28]([C:29]([N:65]2[CH2:66][CH2:67][CH2:68][CH:64]2[C:61]2[CH:62]=[CH:63][C:58]([CH3:69])=[CH:59][CH:60]=2)=[O:31])[CH:27]=1)[C@H:9]([OH:23])[CH2:10][NH:11][CH2:12][C:13]1[CH:18]=[CH:17][CH:16]=[C:15]([C:19]([F:21])([F:22])[F:20])[CH:14]=1)[C:2]1[CH:3]=[CH:4][CH:5]=[CH:6][CH:7]=1. The yield is 0.260. (2) The reactants are [CH3:1][O:2][C:3]1[C:8]([N+:9]([O-])=O)=[CH:7][CH:6]=[CH:5][C:4]=1[C:12]1[CH:17]=[CH:16][CH:15]=[C:14]([C:18]([OH:20])=[O:19])[CH:13]=1.C([O-])=O.[NH4+]. The catalyst is C(O)C.[Pd]. The product is [CH3:1][O:2][C:3]1[C:8]([NH2:9])=[CH:7][CH:6]=[CH:5][C:4]=1[C:12]1[CH:17]=[CH:16][CH:15]=[C:14]([C:18]([OH:20])=[O:19])[CH:13]=1. The yield is 0.933. (3) The reactants are [CH3:1][C:2]1[C:10]([N+:11]([O-:13])=[O:12])=[CH:9][CH:8]=[CH:7][C:3]=1[C:4]([OH:6])=O.CCN=C=NCCCN(C)C.C1C=CC2N(O)N=NC=2C=1.CCN(CC)CC.[NH2:42][CH2:43][CH:44]([OH:56])[CH2:45][N:46]1[CH2:55][CH2:54][C:53]2[C:48](=[CH:49][CH:50]=[CH:51][CH:52]=2)[CH2:47]1. The catalyst is C(Cl)Cl. The product is [CH2:47]1[C:48]2[C:53](=[CH:52][CH:51]=[CH:50][CH:49]=2)[CH2:54][CH2:55][N:46]1[CH2:45][CH:44]([OH:56])[CH2:43][NH:42][C:4](=[O:6])[C:3]1[CH:7]=[CH:8][CH:9]=[C:10]([N+:11]([O-:13])=[O:12])[C:2]=1[CH3:1]. The yield is 0.788.